Dataset: Peptide-MHC class I binding affinity with 185,985 pairs from IEDB/IMGT. Task: Regression. Given a peptide amino acid sequence and an MHC pseudo amino acid sequence, predict their binding affinity value. This is MHC class I binding data. (1) The peptide sequence is QFLKFSLPFPFLYKFLL. The MHC is HLA-B54:01 with pseudo-sequence HLA-B54:01. The binding affinity (normalized) is 0.292. (2) The peptide sequence is ANIDWIDGN. The MHC is Mamu-B8301 with pseudo-sequence Mamu-B8301. The binding affinity (normalized) is 0.203. (3) The peptide sequence is LAMYHGQTY. The MHC is HLA-B46:01 with pseudo-sequence HLA-B46:01. The binding affinity (normalized) is 0.0847. (4) The binding affinity (normalized) is 0.427. The peptide sequence is AITLVVISVI. The MHC is HLA-A02:01 with pseudo-sequence HLA-A02:01. (5) The peptide sequence is ETAWPFFYA. The MHC is HLA-A80:01 with pseudo-sequence HLA-A80:01. The binding affinity (normalized) is 0.0847. (6) The peptide sequence is SDRLHHDPL. The MHC is HLA-A31:01 with pseudo-sequence HLA-A31:01. The binding affinity (normalized) is 0.0847. (7) The peptide sequence is PLTFGWCYKL. The MHC is HLA-A02:03 with pseudo-sequence HLA-A02:03. The binding affinity (normalized) is 0.0585. (8) The peptide sequence is DLGEELEAL. The MHC is HLA-A68:02 with pseudo-sequence HLA-A68:02. The binding affinity (normalized) is 0. (9) The peptide sequence is RRATAILRK. The MHC is HLA-B15:09 with pseudo-sequence HLA-B15:09. The binding affinity (normalized) is 0.0847.